From a dataset of Reaction yield outcomes from USPTO patents with 853,638 reactions. Predict the reaction yield, written as a fraction of the theoretical maximum amount of product (1.0 means a 100% yield; for example, 0.34 means a 34% yield). The reactants are Cl[C:2]1[N:6]2[CH:7]=[C:8]([C:11]3[CH:16]=[CH:15][C:14]([O:17][C:18]([F:21])([F:20])[F:19])=[CH:13][CH:12]=3)[CH:9]=[CH:10][C:5]2=[N:4][N:3]=1.[OH:22][C:23]1[CH:28]=[CH:27][N:26]=[CH:25][CH:24]=1.C(=O)([O-])[O-].[K+].[K+]. The catalyst is CC(N(C)C)=O. The product is [N:26]1[CH:27]=[CH:28][C:23]([O:22][C:2]2[N:6]3[CH:7]=[C:8]([C:11]4[CH:16]=[CH:15][C:14]([O:17][C:18]([F:21])([F:20])[F:19])=[CH:13][CH:12]=4)[CH:9]=[CH:10][C:5]3=[N:4][N:3]=2)=[CH:24][CH:25]=1. The yield is 0.240.